This data is from Full USPTO retrosynthesis dataset with 1.9M reactions from patents (1976-2016). The task is: Predict the reactants needed to synthesize the given product. (1) Given the product [Cl:11][CH2:16][O:15][C:12](=[O:14])[C:13]1[CH:22]=[CH:21][CH:20]=[CH:19][CH:18]=1, predict the reactants needed to synthesize it. The reactants are: C=O.C([Cl:11])(=O)C1C=CC=CC=1.[C:12]([O:15][CH2:16]C)(=[O:14])[CH3:13].[CH3:18][CH2:19][CH2:20][CH2:21][CH2:22]C. (2) Given the product [C:37]([O:40][C@H:7]1[O:10][C@H:11]([CH3:12])[C@@H:4]([N:1]=[N+:2]=[N-:3])[C@H:5]([O:21][C:22](=[O:29])[C:23]2[CH:28]=[CH:27][CH:26]=[CH:25][CH:24]=2)[C@@H:6]1[O:13][CH2:14][C:15]1[CH:16]=[CH:17][CH:18]=[CH:19][CH:20]=1)(=[O:39])[CH3:38], predict the reactants needed to synthesize it. The reactants are: [N:1]([C@@H:4]1[C@@H:11]([CH3:12])[O:10][C@H:7](OC)[C@@H:6]([O:13][CH2:14][C:15]2[CH:20]=[CH:19][CH:18]=[CH:17][CH:16]=2)[C@H:5]1[O:21][C:22](=[O:29])[C:23]1[CH:28]=[CH:27][CH:26]=[CH:25][CH:24]=1)=[N+:2]=[N-:3].[C:37]([O:40]C(=O)C)(=[O:39])[CH3:38].[C:37]([OH:40])(=[O:39])[CH3:38].S(=O)(=O)(O)O. (3) Given the product [CH3:22][C:23]([CH3:30])([C:27]([NH:86][CH2:85][CH2:84][CH2:83][C:81]1[N:80]=[CH:79][N:78]([C:59]([C:72]2[CH:77]=[CH:76][CH:75]=[CH:74][CH:73]=2)([C:66]2[CH:67]=[CH:68][CH:69]=[CH:70][CH:71]=2)[C:60]2[CH:65]=[CH:64][CH:63]=[CH:62][CH:61]=2)[CH:82]=1)=[O:28])[C:24]([OH:26])=[O:25], predict the reactants needed to synthesize it. The reactants are: C1C=CC(C(Cl)(C2C(Cl)=CC=CC=2)C2C=CC=CC=2)=CC=1.[CH3:22][C:23]([CH3:30])([C:27](O)=[O:28])[C:24]([OH:26])=[O:25].CCN(C(C)C)C(C)C.C1C=NC2N(O)N=NC=2C=1.CC(C)N=C=NC(C)C.[C:59]([N:78]1[CH:82]=[C:81]([CH2:83][CH2:84][CH2:85][NH2:86])[N:80]=[CH:79]1)([C:72]1[CH:77]=[CH:76][CH:75]=[CH:74][CH:73]=1)([C:66]1[CH:71]=[CH:70][CH:69]=[CH:68][CH:67]=1)[C:60]1[CH:65]=[CH:64][CH:63]=[CH:62][CH:61]=1. (4) Given the product [CH2:33]([O:32][C:30](=[O:31])[NH:18][CH2:17][CH:14]1[CH2:13][C:12]2[CH:11]=[C:10]([F:19])[CH:9]=[C:8]([C:3]3[CH:4]=[CH:5][CH:6]=[CH:7][C:2]=3[Cl:1])[C:16]=2[O:15]1)[C:34]1[CH:39]=[CH:38][CH:37]=[CH:36][CH:35]=1, predict the reactants needed to synthesize it. The reactants are: [Cl:1][C:2]1[CH:7]=[CH:6][CH:5]=[CH:4][C:3]=1[C:8]1[C:16]2[O:15][CH:14]([CH2:17][NH2:18])[CH2:13][C:12]=2[CH:11]=[C:10]([F:19])[CH:9]=1.C(N(C(C)C)CC)(C)C.Cl[C:30]([O:32][CH2:33][C:34]1[CH:39]=[CH:38][CH:37]=[CH:36][CH:35]=1)=[O:31]. (5) Given the product [Br:17][C:8]1[CH:9]=[C:4]([N+:1]([O-:3])=[O:2])[C:5](=[O:16])[N:6]([C:10]2[CH:11]=[CH:12][CH:13]=[CH:14][CH:15]=2)[CH:7]=1, predict the reactants needed to synthesize it. The reactants are: [N+:1]([C:4]1[C:5](=[O:16])[N:6]([C:10]2[CH:15]=[CH:14][CH:13]=[CH:12][CH:11]=2)[CH:7]=[CH:8][CH:9]=1)([O-:3])=[O:2].[Br:17]N1C(=O)CCC1=O.